From a dataset of Catalyst prediction with 721,799 reactions and 888 catalyst types from USPTO. Predict which catalyst facilitates the given reaction. Reactant: [CH3:1][O:2][C:3](=[O:46])[CH2:4][C:5](=[O:45])[CH2:6][CH:7]([O:37][Si](C(C)(C)C)(C)C)[CH:8]=[CH:9][C:10]1[N:11]([C:30]2[CH:35]=[CH:34][C:33]([F:36])=[CH:32][CH:31]=2)[N:12]=[C:13]([C:18](=[O:29])[N:19]([CH3:28])[CH2:20][C:21]2[CH:26]=[CH:25][CH:24]=[CH:23][C:22]=2[CH3:27])[C:14]=1[CH:15]([CH3:17])[CH3:16].CCOC(C)=O. Product: [CH3:1][O:2][C:3](=[O:46])[CH2:4][C:5](=[O:45])[CH2:6][CH:7]([OH:37])[CH:8]=[CH:9][C:10]1[N:11]([C:30]2[CH:31]=[CH:32][C:33]([F:36])=[CH:34][CH:35]=2)[N:12]=[C:13]([C:18](=[O:29])[N:19]([CH3:28])[CH2:20][C:21]2[CH:26]=[CH:25][CH:24]=[CH:23][C:22]=2[CH3:27])[C:14]=1[CH:15]([CH3:16])[CH3:17]. The catalyst class is: 144.